This data is from Catalyst prediction with 721,799 reactions and 888 catalyst types from USPTO. The task is: Predict which catalyst facilitates the given reaction. (1) Reactant: Cl.Cl.[Cl:3][C:4]1[N:9]=[CH:8][C:7]([OH:10])=[C:6]([C:11]2[NH:12][CH:13]=[CH:14][N:15]=2)[CH:5]=1.Br[CH2:17][CH2:18]Br.C(=O)([O-])[O-].[Cs+].[Cs+]. Product: [Cl:3][C:4]1[N:9]=[CH:8][C:7]2[O:10][CH2:18][CH2:17][N:15]3[CH:14]=[CH:13][N:12]=[C:11]3[C:6]=2[CH:5]=1. The catalyst class is: 9. (2) Reactant: [C:1]([O:5][C:6]([NH:8][C:9]1[CH:14]=[C:13]([Cl:15])[CH:12]=[C:11]([CH2:16]O)[N:10]=1)=[O:7])([CH3:4])([CH3:3])[CH3:2].[Cl:18]CCl.S(Cl)(Cl)=O.C(=O)(O)[O-].[Na+]. Product: [C:1]([O:5][C:6]([NH:8][C:9]1[CH:14]=[C:13]([Cl:15])[CH:12]=[C:11]([CH2:16][Cl:18])[N:10]=1)=[O:7])([CH3:4])([CH3:3])[CH3:2]. The catalyst class is: 803. (3) Reactant: Cl.[NH:2]([C:4]1[C:5]([O:12][CH3:13])=[N:6][C:7]([O:10][CH3:11])=[N:8][CH:9]=1)[NH2:3].CC([O-])=O.[Na+].S(=O)(=O)(O)N.[Cl:24][C:25]1[CH:30]=[CH:29][C:28]([CH:31]2[N:35]([C:36]3[CH:41]=[C:40]([CH3:42])[C:39](=[O:43])[N:38]([CH3:44])[CH:37]=3)[C:34](=[O:45])[C:33](=O)[CH:32]2[C:47](=O)[CH2:48][CH3:49])=[CH:27][CH:26]=1.C([O-])(O)=O.[Na+]. Product: [Cl:24][C:25]1[CH:30]=[CH:29][C:28]([CH:31]2[C:32]3[C:47]([CH2:48][CH3:49])=[N:3][N:2]([C:4]4[C:5]([O:12][CH3:13])=[N:6][C:7]([O:10][CH3:11])=[N:8][CH:9]=4)[C:33]=3[C:34](=[O:45])[N:35]2[C:36]2[CH:41]=[C:40]([CH3:42])[C:39](=[O:43])[N:38]([CH3:44])[CH:37]=2)=[CH:27][CH:26]=1. The catalyst class is: 5. (4) Reactant: [Br:1][C:2]1[CH:11]=[CH:10][C:5]([C:6]([O:8][CH3:9])=[O:7])=[CH:4][C:3]=1[CH2:12][OH:13]. Product: [Br:1][C:2]1[CH:11]=[CH:10][C:5]([C:6]([O:8][CH3:9])=[O:7])=[CH:4][C:3]=1[CH:12]=[O:13]. The catalyst class is: 327. (5) Reactant: FC(F)(F)C(O)=O.C(OC([N:15]1[CH2:20][CH2:19][CH:18]([S:21][C:22]2[CH:23]=[C:24]3[C:29](=[CH:30][C:31]=2[CH2:32][CH2:33][CH3:34])[CH:28]=[N:27][CH:26]=[CH:25]3)[CH2:17][CH2:16]1)=O)(C)(C)C.[ClH:35]. Product: [ClH:35].[NH:15]1[CH2:16][CH2:17][CH:18]([S:21][C:22]2[CH:23]=[C:24]3[C:29](=[CH:30][C:31]=2[CH2:32][CH2:33][CH3:34])[CH:28]=[N:27][CH:26]=[CH:25]3)[CH2:19][CH2:20]1. The catalyst class is: 41. (6) Reactant: C(O)(C)C.[C:5]([O:9][C:10]([NH:12][C@H:13]1[CH2:18][CH2:17][C@H:16](/[C:19](/[C:22]2[S:26][CH:25]=[C:24]([C:27]([O:29][CH3:30])=[O:28])[C:23]=2[CH3:31])=[CH:20]\[CH3:21])[CH2:15][CH2:14]1)=[O:11])([CH3:8])([CH3:7])[CH3:6]. Product: [C:5]([O:9][C:10]([NH:12][C@H:13]1[CH2:14][CH2:15][C@H:16]([CH:19]([C:22]2[S:26][CH:25]=[C:24]([C:27]([O:29][CH3:30])=[O:28])[C:23]=2[CH3:31])[CH2:20][CH3:21])[CH2:17][CH2:18]1)=[O:11])([CH3:8])([CH3:7])[CH3:6]. The catalyst class is: 19. (7) Reactant: [CH:1]1[C:10]2[C:11]3[C:20]([C:8]4[C:9]=2[C:4]([CH:5]=[CH:6][CH:7]=4)=[CH:3][CH:2]=1)=[N:19][C:18]1[C:13](=[CH:14][CH:15]=[CH:16][CH:17]=1)[N:12]=3.O[S:22]([OH:25])(=[O:24])=[O:23].[O:26]=[S:27](=[O:29])=[O:28]. Product: [CH:1]1[C:10]2[C:11]3[C:20]([C:8]4[C:9]=2[C:4]([CH:5]=[C:6]([S:22]([OH:25])(=[O:24])=[O:23])[CH:7]=4)=[CH:3][C:2]=1[S:27]([OH:29])(=[O:28])=[O:26])=[N:19][C:18]1[C:13](=[CH:14][CH:15]=[CH:16][CH:17]=1)[N:12]=3. The catalyst class is: 6. (8) Reactant: Br[C:2]1[CH:7]=[CH:6][CH:5]=[CH:4][N:3]=1.C([Li])CCC.[CH2:13]1[O:23][C:16]2([CH2:21][CH2:20][C:19](=[O:22])[CH2:18][CH2:17]2)[O:15][CH2:14]1. Product: [N:3]1[CH:4]=[CH:5][CH:6]=[CH:7][C:2]=1[C:19]1([OH:22])[CH2:20][CH2:21][C:16]2([O:23][CH2:13][CH2:14][O:15]2)[CH2:17][CH2:18]1. The catalyst class is: 28.